From a dataset of Forward reaction prediction with 1.9M reactions from USPTO patents (1976-2016). Predict the product of the given reaction. The product is: [CH2:1]([C:3]([F:31])([CH2:29][CH3:30])[CH2:4][N:5]1[CH2:6][CH2:7][CH:8]([CH2:11][O:12][C:13]2[CH:14]=[N:15][C:16]([C:19]3[CH:27]=[CH:26][C:22]([C:23]([N:33]4[CH2:38][CH2:37][CH2:36][C@@H:35]([OH:39])[CH2:34]4)=[O:24])=[CH:21][C:20]=3[F:28])=[N:17][CH:18]=2)[CH2:9][CH2:10]1)[CH3:2]. Given the reactants [CH2:1]([C:3]([F:31])([CH2:29][CH3:30])[CH2:4][N:5]1[CH2:10][CH2:9][CH:8]([CH2:11][O:12][C:13]2[CH:14]=[N:15][C:16]([C:19]3[CH:27]=[CH:26][C:22]([C:23](O)=[O:24])=[CH:21][C:20]=3[F:28])=[N:17][CH:18]=2)[CH2:7][CH2:6]1)[CH3:2].Cl.[NH:33]1[CH2:38][CH2:37][CH2:36][C@@H:35]([OH:39])[CH2:34]1.C1C=CC2N(O)N=NC=2C=1.C(Cl)CCl.CCN(C(C)C)C(C)C.[NH4+].[Cl-], predict the reaction product.